From a dataset of Full USPTO retrosynthesis dataset with 1.9M reactions from patents (1976-2016). Predict the reactants needed to synthesize the given product. (1) Given the product [NH2:17][C:10]1[CH:11]=[C:12]([CH:15]=[CH:16][C:9]=1[NH:8][CH2:7][CH:1]1[CH2:6][CH2:5][CH2:4][CH2:3][CH2:2]1)[C:13]#[N:14], predict the reactants needed to synthesize it. The reactants are: [CH:1]1([CH2:7][NH:8][C:9]2[CH:16]=[CH:15][C:12]([C:13]#[N:14])=[CH:11][C:10]=2[N+:17]([O-])=O)[CH2:6][CH2:5][CH2:4][CH2:3][CH2:2]1. (2) Given the product [CH3:3][CH:2]([CH2:4][CH2:5][CH2:6][C@H:7]([C@@H:9]1[C@:26]2([CH3:27])[C@H:12]([C@H:13]3[C@H:23]([CH2:24][CH2:25]2)[C@:21]2([CH3:22])[C:16]([CH2:17][C@@H:18]([O:28][CH2:29][CH2:30][CH2:31][CH2:32][CH2:33][CH2:34][CH2:35][CH2:36][CH2:37][CH:38]=[O:39])[CH2:19][CH2:20]2)=[CH:15][CH2:14]3)[CH2:11][CH2:10]1)[CH3:8])[CH3:1], predict the reactants needed to synthesize it. The reactants are: [CH3:1][CH:2]([CH2:4][CH2:5][CH2:6][C@H:7]([C@@H:9]1[C@:26]2([CH3:27])[C@H:12]([C@H:13]3[C@H:23]([CH2:24][CH2:25]2)[C@:21]2([CH3:22])[C:16]([CH2:17][C@@H:18]([O:28][CH2:29][CH2:30][CH2:31][CH2:32][CH2:33][CH2:34][CH2:35][CH2:36][CH2:37][CH2:38][OH:39])[CH2:19][CH2:20]2)=[CH:15][CH2:14]3)[CH2:11][CH2:10]1)[CH3:8])[CH3:3].CC(CC(O)=O)=O. (3) Given the product [Si:1]([O:8][CH2:9][C:10]1[CH:11]=[C:12]2[C:17](=[CH:18][CH:19]=1)[CH:16]=[C:15]([CH2:20][CH2:21][CH:22]=[O:23])[CH:14]=[CH:13]2)([C:4]([CH3:7])([CH3:6])[CH3:5])([CH3:3])[CH3:2], predict the reactants needed to synthesize it. The reactants are: [Si:1]([O:8][CH2:9][C:10]1[CH:11]=[C:12]2[C:17](=[CH:18][CH:19]=1)[CH:16]=[C:15]([CH2:20][CH2:21][CH2:22][OH:23])[CH:14]=[CH:13]2)([C:4]([CH3:7])([CH3:6])[CH3:5])([CH3:3])[CH3:2].CC(OI1(OC(C)=O)(OC(C)=O)OC(=O)C2C=CC=CC1=2)=O.S([O-])([O-])(=O)=S.[Na+].[Na+].C(=O)(O)[O-].[Na+].